This data is from Reaction yield outcomes from USPTO patents with 853,638 reactions. The task is: Predict the reaction yield, written as a fraction of the theoretical maximum amount of product (1.0 means a 100% yield; for example, 0.34 means a 34% yield). (1) The reactants are [CH3:1][O:2][C:3](=[O:10])[CH2:4][C:5](=[O:9])[CH2:6][O:7][CH3:8].[NH:11]1[C:19]2[CH:18]=[CH:17][CH:16]=[C:15]([CH:20]=O)[C:14]=2[CH:13]=[CH:12]1.C(O)(=O)C.N1CCCCC1. The catalyst is C(O)(C)C. The product is [CH3:1][O:2][C:3](=[O:10])[C:4](=[CH:20][C:15]1[CH:16]=[CH:17][CH:18]=[C:19]2[C:14]=1[CH:13]=[CH:12][NH:11]2)[C:5](=[O:9])[CH2:6][O:7][CH3:8]. The yield is 0.750. (2) The reactants are CC1C(=O)NC(=O)N2C=CSC=12.C(=O)([O-])[O-].[Cs+].[Cs+].[CH3:19][O:20][C:21](=[O:30])[C:22]1[CH:27]=[CH:26][C:25](CBr)=[CH:24][CH:23]=1. The catalyst is CN(C)C=O. The product is [CH3:19][O:20][C:21](=[O:30])[C:22]1[CH:27]=[CH:26][CH:25]=[CH:24][CH:23]=1. The yield is 0.910. (3) The reactants are [CH2:1]([N:5]([CH2:24][CH:25]([CH3:27])[CH3:26])[C:6]1[CH:11]=[CH:10][C:9]([C:12]2[CH:17]=[CH:16][CH:15]=[CH:14][C:13]=2[C:18]2[NH:22][N:21]=[N:20][N:19]=2)=[CH:8][C:7]=1[NH2:23])[CH:2]([CH3:4])[CH3:3].[CH3:28][C:29]([NH2:36])([CH2:31][C:32]([CH3:35])([CH3:34])[CH3:33])[CH3:30].C1N=CN([C:42](N2C=NC=C2)=[O:43])C=1. The catalyst is C1COCC1. The product is [CH2:1]([N:5]([CH2:24][CH:25]([CH3:27])[CH3:26])[C:6]1[CH:11]=[CH:10][C:9]([C:12]2[CH:17]=[CH:16][CH:15]=[CH:14][C:13]=2[C:18]2[NH:22][N:21]=[N:20][N:19]=2)=[CH:8][C:7]=1[NH:23][C:42]([NH:36][C:29]([CH3:30])([CH2:31][C:32]([CH3:35])([CH3:34])[CH3:33])[CH3:28])=[O:43])[CH:2]([CH3:4])[CH3:3]. The yield is 0.133. (4) The reactants are [H-].[Na+].[N+:3]([C:6]1[CH:7]=[CH:8][CH:9]=[C:10]2[C:14]=1[NH:13][C:12]([C:15]([O:17][CH2:18][CH3:19])=[O:16])=[CH:11]2)([O-:5])=[O:4].[CH3:20][O:21][CH2:22]Cl.O. The catalyst is CN(C)C=O. The product is [CH3:20][O:21][CH2:22][N:13]1[C:14]2[C:10](=[CH:9][CH:8]=[CH:7][C:6]=2[N+:3]([O-:5])=[O:4])[CH:11]=[C:12]1[C:15]([O:17][CH2:18][CH3:19])=[O:16]. The yield is 0.770. (5) The reactants are [CH3:1][S:2][C:3]1[S:4][C:5]2[CH:11]=[C:10]([CH2:12][N:13]3[C:17]4[CH:18]=[CH:19][C:20]([C:22]([F:25])([F:24])[F:23])=[CH:21][C:16]=4[N:15]=[CH:14]3)[CH:9]=[CH:8][C:6]=2[N:7]=1.ClC1C=CC=C(C(OO)=[O:34])C=1. The catalyst is C(Cl)Cl.CCOC(C)=O. The product is [CH3:1][S:2]([C:3]1[S:4][C:5]2[CH:11]=[C:10]([CH2:12][N:13]3[C:17]4[CH:18]=[CH:19][C:20]([C:22]([F:25])([F:23])[F:24])=[CH:21][C:16]=4[N:15]=[CH:14]3)[CH:9]=[CH:8][C:6]=2[N:7]=1)=[O:34]. The yield is 0.960. (6) The reactants are [CH3:1][O:2][C:3]([CH:5]1[CH2:9][CH:8]([CH2:10][O:11][CH:12]([F:14])[F:13])[CH2:7][N:6]1[C:15]([O:17][C:18]([CH3:21])([CH3:20])[CH3:19])=[O:16])=[O:4].[Li+].[OH-].Cl.BrC[C:27]([C:29]1[CH:34]=[CH:33][C:32]([Br:35])=[CH:31][CH:30]=1)=[O:28].C(N(CC)CC)C. The catalyst is CO. The product is [C:18]([O:17][C:15]([N:6]1[CH2:7][CH:8]([CH2:10][O:11][CH:12]([F:14])[F:13])[CH2:9][CH:5]1[C:3]([O:2][CH2:1][C:27]([C:29]1[CH:34]=[CH:33][C:32]([Br:35])=[CH:31][CH:30]=1)=[O:28])=[O:4])=[O:16])([CH3:21])([CH3:20])[CH3:19]. The yield is 0.940. (7) The reactants are FC(F)(F)S(O[C:7]1[C@@:11]2([CH3:28])[CH2:12][CH2:13][C@H:14]3[C@H:23]([C@@H:10]2[CH2:9][CH:8]=1)[CH2:22][CH:21]=[C:20]1[C@:15]3([CH3:27])[CH2:16][CH2:17][C:18](=[O:26])[N:19]1[CH2:24][CH3:25])(=O)=O.[Cl:31][C:32]1[C:37](B(O)O)=[CH:36][CH:35]=[CH:34][N:33]=1.O. The catalyst is O1CCOCC1. The product is [Cl:31][C:32]1[C:37]([C:7]2[C@@:11]3([CH3:28])[CH2:12][CH2:13][C@H:14]4[C@H:23]([C@@H:10]3[CH2:9][CH:8]=2)[CH2:22][CH:21]=[C:20]2[C@:15]4([CH3:27])[CH2:16][CH2:17][C:18](=[O:26])[N:19]2[CH2:24][CH3:25])=[CH:36][CH:35]=[CH:34][N:33]=1. The yield is 0.340.